Task: Regression/Classification. Given a drug SMILES string, predict its absorption, distribution, metabolism, or excretion properties. Task type varies by dataset: regression for continuous measurements (e.g., permeability, clearance, half-life) or binary classification for categorical outcomes (e.g., BBB penetration, CYP inhibition). For this dataset (solubility_aqsoldb), we predict Y.. Dataset: Aqueous solubility values for 9,982 compounds from the AqSolDB database (1) The Y is -0.495 log mol/L. The compound is Nc1nc(Cl)nc(Nc2cc(S(=O)(=O)[O-])cc3cc(S(=O)(=O)[O-])c(N=Nc4cc([N+](=O)[O-])ccc4[O-])c([O-])c23)n1.Nc1nc(Cl)nc(Nc2cc(S(=O)(=O)[O-])cc3cc(S(=O)(=O)[O-])c(N=Nc4cc([N+](=O)[O-])ccc4[O-])c([O-])c23)n1.[Cr+3].[Na+].[Na+].[Na+].[Na+].[Na+]. (2) The molecule is Nc1ccc(Cl)cc1C(=O)c1ccccc1Cl. The Y is -7.43 log mol/L. (3) The drug is ClCl. The Y is -1.05 log mol/L. (4) The Y is -7.48 log mol/L. The drug is CC(C)(C)c1ccc(CSc2cnn(C(C)(C)C)c(=O)c2Cl)cc1. (5) The drug is O=P(O)(O)O.[K+]. The Y is 0.629 log mol/L. (6) The drug is C#CC1(O)CCC2C3CCC4=CC(=O)CCC4(O)C3CCC21C. The Y is -4.57 log mol/L. (7) The drug is CCCCCCC(O)CCCCCCCCCCC(=O)[O-].[Li+]. The Y is -6.82 log mol/L. (8) The molecule is Clc1ccc(Oc2c(Cl)ccc(Cl)c2Cl)cc1. The Y is -6.64 log mol/L. (9) The compound is O=c1ccc2nc3ccccc3sc-2c1. The Y is -3.72 log mol/L. (10) The drug is CCCC(=O)OCC1OC(n2cc(I)c(=O)[nH]c2=O)CC1O. The Y is -2.84 log mol/L.